From a dataset of Full USPTO retrosynthesis dataset with 1.9M reactions from patents (1976-2016). Predict the reactants needed to synthesize the given product. (1) Given the product [Cl:24][C:25]1[CH:26]=[CH:27][C:28]2[N:34]([CH2:35][C:36]([CH3:37])([CH3:39])[CH3:38])[C:33](=[O:40])[C@@H:32]([CH2:41][C:42]([NH2:4])=[O:44])[O:31][C@H:30]([C:45]3[CH:50]=[CH:49][CH:48]=[C:47]([O:51][CH3:52])[C:46]=3[O:53][CH3:54])[C:29]=2[CH:55]=1, predict the reactants needed to synthesize it. The reactants are: Cl.C([N:4]=C=NCCCN(C)C)C.N1([O-])C2C=CC=CC=2N=N1.[NH4+].[Cl:24][C:25]1[CH:26]=[CH:27][C:28]2[N:34]([CH2:35][C:36]([CH3:39])([CH3:38])[CH3:37])[C:33](=[O:40])[C@@H:32]([CH2:41][C:42]([OH:44])=O)[O:31][C@H:30]([C:45]3[CH:50]=[CH:49][CH:48]=[C:47]([O:51][CH3:52])[C:46]=3[O:53][CH3:54])[C:29]=2[CH:55]=1. (2) Given the product [CH3:17][S:18]([C:21]1[CH:28]=[CH:27][CH:26]=[CH:25][C:22]=1[CH2:23][NH:24][C:9](=[O:11])[C:8]1[CH:12]=[CH:13][C:5]([O:4][CH2:3][C:2]([F:1])([F:15])[F:14])=[N:6][CH:7]=1)(=[O:19])=[O:20], predict the reactants needed to synthesize it. The reactants are: [F:1][C:2]([F:15])([F:14])[CH2:3][O:4][C:5]1[CH:13]=[CH:12][C:8]([C:9]([OH:11])=O)=[CH:7][N:6]=1.Cl.[CH3:17][S:18]([C:21]1[CH:28]=[CH:27][CH:26]=[CH:25][C:22]=1[CH2:23][NH2:24])(=[O:20])=[O:19].ON1C2C=CC=CC=2N=N1.Cl.C(N=C=NCCCN(C)C)C.C(N(C(C)C)CC)(C)C. (3) The reactants are: [Cl-].[CH3:2][N+:3]([CH2:23][C:24]1[CH:29]=[CH:28][C:27]([CH:30]=[CH2:31])=[CH:26][CH:25]=1)([CH3:22])[CH2:4][CH2:5][CH2:6][CH2:7][CH2:8][CH2:9][CH2:10][CH2:11][CH2:12][CH2:13][CH2:14][CH2:15][CH2:16][CH2:17][CH2:18][CH2:19][CH2:20][CH3:21].[C:32]1([B-:38]([C:51]2[CH:56]=[CH:55][CH:54]=[CH:53][CH:52]=2)([C:45]2[CH:50]=[CH:49][CH:48]=[CH:47][CH:46]=2)[C:39]2[CH:44]=[CH:43][CH:42]=[CH:41][CH:40]=2)[CH:37]=[CH:36][CH:35]=[CH:34][CH:33]=1.[Na+]. Given the product [C:51]1([B-:38]([C:32]2[CH:33]=[CH:34][CH:35]=[CH:36][CH:37]=2)([C:39]2[CH:40]=[CH:41][CH:42]=[CH:43][CH:44]=2)[C:45]2[CH:50]=[CH:49][CH:48]=[CH:47][CH:46]=2)[CH:52]=[CH:53][CH:54]=[CH:55][CH:56]=1.[CH3:22][N+:3]([CH2:23][C:24]1[CH:25]=[CH:26][C:27]([CH:30]=[CH2:31])=[CH:28][CH:29]=1)([CH3:2])[CH2:4][CH2:5][CH2:6][CH2:7][CH2:8][CH2:9][CH2:10][CH2:11][CH2:12][CH2:13][CH2:14][CH2:15][CH2:16][CH2:17][CH2:18][CH2:19][CH2:20][CH3:21], predict the reactants needed to synthesize it. (4) Given the product [ClH:1].[NH:16]=[C:11]1[CH2:12][CH2:13][CH2:14][CH2:15][N:10]1[OH:9], predict the reactants needed to synthesize it. The reactants are: [ClH:1].C([O:9][N:10]1[CH2:15][CH2:14][CH2:13][CH2:12][C:11]1=[NH:16])C1C=CC=CC=1.